Dataset: Forward reaction prediction with 1.9M reactions from USPTO patents (1976-2016). Task: Predict the product of the given reaction. (1) Given the reactants [Cl:1][C:2]1[CH:7]=[CH:6][CH:5]=[CH:4][C:3]=1[N:8]1[C:17](=[O:18])[C:16]2[C:11](=[CH:12][CH:13]=[C:14]([F:19])[CH:15]=2)[N:10]=[C:9]1[CH:20]=O.[NH2:22][C:23]1[CH:24]=[C:25]([CH:28]=[CH:29][CH:30]=1)[C:26]#[N:27].S([O-])([O-])(=O)=O.[Na+].[Na+].C(O[BH-](OC(=O)C)OC(=O)C)(=O)C.[Na+].C(=O)(O)[O-], predict the reaction product. The product is: [Cl:1][C:2]1[CH:7]=[CH:6][CH:5]=[CH:4][C:3]=1[N:8]1[C:17](=[O:18])[C:16]2[C:11](=[CH:12][CH:13]=[C:14]([F:19])[CH:15]=2)[N:10]=[C:9]1[CH2:20][NH:22][C:23]1[CH:24]=[C:25]([CH:28]=[CH:29][CH:30]=1)[C:26]#[N:27]. (2) Given the reactants [N:1]1([C:7]2[CH:8]=[C:9]([OH:15])[C:10](=[CH:13][CH:14]=2)[CH:11]=[O:12])[CH2:6][CH2:5][O:4][CH2:3][CH2:2]1.[C:16]1([Li])[CH:21]=[CH:20][CH:19]=[CH:18][CH:17]=1, predict the reaction product. The product is: [OH:15][C:9]1[CH:8]=[C:7]([N:1]2[CH2:2][CH2:3][O:4][CH2:5][CH2:6]2)[CH:14]=[CH:13][C:10]=1[C:11]([C:16]1[CH:21]=[CH:20][CH:19]=[CH:18][CH:17]=1)=[O:12]. (3) Given the reactants [F:1][C:2]1[CH:20]=[C:19]([C:21]2[CH:22]=[N:23][N:24]([CH3:26])[CH:25]=2)[CH:18]=[CH:17][C:3]=1[CH2:4][N:5]1[C:13]2[C:8](=[N:9][CH:10]=[CH:11][CH:12]=2)[C:7]([C:14](O)=[O:15])=[CH:6]1.C(Cl)(=O)C([Cl:30])=O, predict the reaction product. The product is: [ClH:30].[F:1][C:2]1[CH:20]=[C:19]([C:21]2[CH:22]=[N:23][N:24]([CH3:26])[CH:25]=2)[CH:18]=[CH:17][C:3]=1[CH2:4][N:5]1[C:13]2[C:8](=[N:9][CH:10]=[CH:11][CH:12]=2)[C:7]([C:14]([Cl:30])=[O:15])=[CH:6]1. (4) Given the reactants [F:1][C:2]1[CH:7]=[C:6]([O:8][CH3:9])[CH:5]=[CH:4][C:3]=1[C:10]1[C:19]2[C:14](=[CH:15][C:16]([C:20]([CH3:22])=[CH2:21])=[CH:17][CH:18]=2)[N:13]=[C:12]([C:23]([O:25][CH3:26])=[O:24])[CH:11]=1.B1C2CCCC1CCC2.Br[C:37]1[CH:38]=[N:39][C:40]([CH3:43])=[N:41][CH:42]=1.C(P(C12CC3CC(CC(C3)C1)C2)C12CC3CC(CC(C3)C1)C2)CCC.C(=O)([O-])[O-].[K+].[K+], predict the reaction product. The product is: [F:1][C:2]1[CH:7]=[C:6]([O:8][CH3:9])[CH:5]=[CH:4][C:3]=1[C:10]1[C:19]2[C:14](=[CH:15][C:16]([CH:20]([CH3:22])[CH2:21][C:37]3[CH:38]=[N:39][C:40]([CH3:43])=[N:41][CH:42]=3)=[CH:17][CH:18]=2)[N:13]=[C:12]([C:23]([O:25][CH3:26])=[O:24])[CH:11]=1. (5) The product is: [NH2:17][C:11]1[CH:12]=[C:13]([F:16])[CH:14]=[CH:15][C:10]=1[CH2:9][N:8]([C:6]([O:5][C:1]([CH3:4])([CH3:3])[CH3:2])=[O:7])[CH2:20][C:21]([OH:23])=[O:22]. Given the reactants [C:1]([O:5][C:6]([N:8]([CH2:20][C:21]([OH:23])=[O:22])[CH2:9][C:10]1[CH:15]=[CH:14][C:13]([F:16])=[CH:12][C:11]=1[N+:17]([O-])=O)=[O:7])([CH3:4])([CH3:3])[CH3:2].[H][H], predict the reaction product. (6) Given the reactants C(O)(C(F)(F)F)=O.C(Cl)Cl.[F:11][C:12]1[CH:17]=[CH:16][C:15]([NH:18]C(=O)OC(C)(C)C)=[C:14]([NH:26][C:27]2[N:35]=[C:34]3[C:30]([NH:31][C:32](=[O:47])[N:33]3[C@H:36]3[C:45]4[C:40](=[C:41]([F:46])[CH:42]=[CH:43][CH:44]=4)[O:39][CH2:38][CH2:37]3)=[CH:29][N:28]=2)[CH:13]=1, predict the reaction product. The product is: [NH2:18][C:15]1[CH:16]=[CH:17][C:12]([F:11])=[CH:13][C:14]=1[NH:26][C:27]1[N:35]=[C:34]2[C:30]([NH:31][C:32](=[O:47])[N:33]2[C@H:36]2[C:45]3[C:40](=[C:41]([F:46])[CH:42]=[CH:43][CH:44]=3)[O:39][CH2:38][CH2:37]2)=[CH:29][N:28]=1. (7) The product is: [CH:21]([Si:20]([CH:27]([CH3:29])[CH3:28])([CH:24]([CH3:26])[CH3:25])[C:2]1[CH:7]=[CH:6][C:5]([C:8]2[CH:13]=[CH:12][CH:11]=[CH:10][N:9]=2)=[CH:4][CH:3]=1)([CH3:23])[CH3:22]. Given the reactants Br[C:2]1[CH:7]=[CH:6][C:5]([C:8]2[CH:13]=[CH:12][CH:11]=[CH:10][N:9]=2)=[CH:4][CH:3]=1.C([Li])CCC.Cl[Si:20]([CH:27]([CH3:29])[CH3:28])([CH:24]([CH3:26])[CH3:25])[CH:21]([CH3:23])[CH3:22], predict the reaction product. (8) Given the reactants C([Li])CCC.[CH3:6][N:7]([CH3:12])[S:8]([CH3:11])(=[O:10])=[O:9].[C:13]1(=[N:19][S:20]([C:22]([CH3:25])([CH3:24])[CH3:23])=[O:21])[CH2:18][CH2:17][CH2:16][CH2:15][CH2:14]1, predict the reaction product. The product is: [CH3:6][N:7]([CH3:12])[S:8]([CH2:11][C:13]1([NH:19][S:20]([C:22]([CH3:25])([CH3:24])[CH3:23])=[O:21])[CH2:18][CH2:17][CH2:16][CH2:15][CH2:14]1)(=[O:10])=[O:9]. (9) Given the reactants [Cl:1][C:2]1[CH:3]=[C:4]([C:8]2[C:9]([O:24][CH3:25])=[N:10][CH:11]=[C:12]([CH2:14]B3OC(C)(C)C(C)(C)O3)[CH:13]=2)[CH:5]=[CH:6][CH:7]=1.Br[C:27]1[N:28]=[CH:29][C:30]([NH:33][C:34](=[O:40])[O:35][C:36]([CH3:39])([CH3:38])[CH3:37])=[N:31][CH:32]=1.C([O-])([O-])=O.[K+].[K+], predict the reaction product. The product is: [Cl:1][C:2]1[CH:3]=[C:4]([C:8]2[CH:13]=[C:12]([CH2:14][C:27]3[N:28]=[CH:29][C:30]([NH:33][C:34](=[O:40])[O:35][C:36]([CH3:38])([CH3:37])[CH3:39])=[N:31][CH:32]=3)[CH:11]=[N:10][C:9]=2[O:24][CH3:25])[CH:5]=[CH:6][CH:7]=1. (10) Given the reactants [F:1][C:2]1[CH:3]=[C:4]([NH2:31])[CH:5]=[CH:6][C:7]=1[O:8][C:9]1[C:18]2[C:13](=[CH:14][C:15]([O:21][CH2:22][CH2:23][CH2:24][N:25]3[CH2:30][CH2:29][O:28][CH2:27][CH2:26]3)=[C:16]([O:19][CH3:20])[CH:17]=2)[N:12]=[CH:11][CH:10]=1.[O:32]=[C:33]1[CH:37]([C:38](O)=[O:39])[CH2:36][CH2:35][NH:34]1.Cl.C(N=C=NCCCN(C)C)C.N1(O)C2C=CC=CC=2N=N1.C(N(C(C)C)C(C)C)C, predict the reaction product. The product is: [F:1][C:2]1[CH:3]=[C:4]([NH:31][C:38]([CH:37]2[CH2:36][CH2:35][NH:34][C:33]2=[O:32])=[O:39])[CH:5]=[CH:6][C:7]=1[O:8][C:9]1[C:18]2[C:13](=[CH:14][C:15]([O:21][CH2:22][CH2:23][CH2:24][N:25]3[CH2:30][CH2:29][O:28][CH2:27][CH2:26]3)=[C:16]([O:19][CH3:20])[CH:17]=2)[N:12]=[CH:11][CH:10]=1.